Dataset: Catalyst prediction with 721,799 reactions and 888 catalyst types from USPTO. Task: Predict which catalyst facilitates the given reaction. (1) Reactant: F[C:2]1[CH:10]=[CH:9][C:8]([CH2:11][C:12]2[C:21]3[C:16](=[CH:17][CH:18]=[CH:19][CH:20]=3)[C:15](=[O:22])[NH:14][N:13]=2)=[CH:7][C:3]=1[C:4]([OH:6])=O.C(N(CC)CC)C.F[P-](F)(F)(F)(F)F.N1(OC(N(C)C)=[N+](C)C)C2C=CC=CC=2N=N1.Cl.[CH3:55][C:56]([O:59][CH:60]1[CH2:65][CH2:64][NH:63][CH2:62][CH2:61]1)([CH3:58])[CH3:57]. Product: [CH3:58][C:56]([O:59][CH:60]1[CH2:61][CH2:62][N:63]([C:4]([C:3]2[CH:7]=[C:8]([CH2:11][C:12]3[C:21]4[C:16](=[CH:17][CH:18]=[CH:19][CH:20]=4)[C:15](=[O:22])[NH:14][N:13]=3)[CH:9]=[CH:10][CH:2]=2)=[O:6])[CH2:64][CH2:65]1)([CH3:55])[CH3:57]. The catalyst class is: 80. (2) Reactant: [Cl:1][C:2]1[CH:3]=[C:4]([C:8]2[C:12]([NH:13][C:14]([C:16]3[CH:17]=[N:18][N:19]4[CH:24]=[CH:23][CH:22]=[N:21][C:20]=34)=[O:15])=[CH:11][NH:10][N:9]=2)[CH:5]=[CH:6][CH:7]=1.C(=O)([O-])[O-].[Cs+].[Cs+].[CH:31](I)([CH3:33])[CH3:32]. Product: [Cl:1][C:2]1[CH:3]=[C:4]([C:8]2[C:12]([NH:13][C:14]([C:16]3[CH:17]=[N:18][N:19]4[CH:24]=[CH:23][CH:22]=[N:21][C:20]=34)=[O:15])=[CH:11][N:10]([CH:31]([CH3:33])[CH3:32])[N:9]=2)[CH:5]=[CH:6][CH:7]=1. The catalyst class is: 9. (3) Reactant: [N+:1]([C:4]1[CH:12]=[CH:11][CH:10]=[C:9]2[C:5]=1[CH:6]=[N:7][NH:8]2)([O-])=O. Product: [NH:8]1[C:9]2[CH:10]=[CH:11][CH:12]=[C:4]([NH2:1])[C:5]=2[CH:6]=[N:7]1. The catalyst class is: 50. (4) Reactant: C(O[C:4](=[O:21])[C:5](=[CH:11][NH:12][C:13]1[CH:18]=[CH:17][C:16]([O:19][CH3:20])=[CH:15][CH:14]=1)[C:6]([O:8][CH2:9][CH3:10])=[O:7])C. Product: [OH:21][C:4]1[C:14]2[C:13](=[CH:18][CH:17]=[C:16]([O:19][CH3:20])[CH:15]=2)[N:12]=[CH:11][C:5]=1[C:6]([O:8][CH2:9][CH3:10])=[O:7]. The catalyst class is: 736. (5) Product: [CH2:20]([N:19]([CH2:12][C:13]1[CH:18]=[CH:17][CH:16]=[CH:15][CH:14]=1)[CH2:11][C@H:9]([OH:10])[CH2:8][O:1][C:2]1[CH:7]=[CH:6][CH:5]=[CH:4][CH:3]=1)[C:21]1[CH:26]=[CH:25][CH:24]=[CH:23][CH:22]=1. Reactant: [O:1]([CH2:8][C@@H:9]1[CH2:11][O:10]1)[C:2]1[CH:7]=[CH:6][CH:5]=[CH:4][CH:3]=1.[CH2:12]([NH:19][CH2:20][C:21]1[CH:26]=[CH:25][CH:24]=[CH:23][CH:22]=1)[C:13]1[CH:18]=[CH:17][CH:16]=[CH:15][CH:14]=1. The catalyst class is: 5.